From a dataset of Full USPTO retrosynthesis dataset with 1.9M reactions from patents (1976-2016). Predict the reactants needed to synthesize the given product. Given the product [C:23]([C:22]1[CH:25]=[CH:26][C:19]([NH:18][C:14]([C:11]2([OH:17])[CH2:10][CH2:9][N:8]([C:6]([O:5][C:1]([CH3:2])([CH3:3])[CH3:4])=[O:7])[CH2:13][CH2:12]2)=[O:16])=[N:20][CH:21]=1)#[N:24], predict the reactants needed to synthesize it. The reactants are: [C:1]([O:5][C:6]([N:8]1[CH2:13][CH2:12][C:11]([OH:17])([C:14]([OH:16])=O)[CH2:10][CH2:9]1)=[O:7])([CH3:4])([CH3:3])[CH3:2].[NH2:18][C:19]1[CH:26]=[CH:25][C:22]([C:23]#[N:24])=[CH:21][N:20]=1.CCN(C(C)C)C(C)C.CN(C(ON1N=NC2C=CC=NC1=2)=[N+](C)C)C.F[P-](F)(F)(F)(F)F.